This data is from Catalyst prediction with 721,799 reactions and 888 catalyst types from USPTO. The task is: Predict which catalyst facilitates the given reaction. Reactant: [F:1][C:2]([F:24])([F:23])[S:3]([O:6][C:7]1[C:8]([S:21][CH3:22])=[C:9]2[C:13](=[CH:14][CH:15]=1)[N:12]([CH:16]([CH2:18][CH2:19][CH3:20])[CH3:17])[CH:11]=[CH:10]2)(=[O:5])=[O:4].[OH:25]O. Product: [F:24][C:2]([F:1])([F:23])[S:3]([O:6][C:7]1[C:8]([S:21]([CH3:22])=[O:25])=[C:9]2[C:13](=[CH:14][CH:15]=1)[N:12]([CH:16]([CH2:18][CH2:19][CH3:20])[CH3:17])[CH:11]=[CH:10]2)(=[O:5])=[O:4]. The catalyst class is: 15.